This data is from Reaction yield outcomes from USPTO patents with 853,638 reactions. The task is: Predict the reaction yield, written as a fraction of the theoretical maximum amount of product (1.0 means a 100% yield; for example, 0.34 means a 34% yield). (1) The reactants are [CH:1]1([C:7](=[O:29])/[CH:8]=[CH:9]/[C:10]2[N:11]=[C:12]3[CH:18]=[CH:17][N:16]([S:19]([C:22]4[CH:28]=[CH:27][C:25]([CH3:26])=[CH:24][CH:23]=4)(=[O:21])=[O:20])[C:13]3=[N:14][CH:15]=2)[CH2:6][CH2:5][CH2:4][CH2:3][CH2:2]1. The catalyst is CCOC(C)=O.[Pd]. The product is [CH:1]1([C:7](=[O:29])[CH2:8][CH2:9][C:10]2[N:11]=[C:12]3[CH:18]=[CH:17][N:16]([S:19]([C:22]4[CH:23]=[CH:24][C:25]([CH3:26])=[CH:27][CH:28]=4)(=[O:21])=[O:20])[C:13]3=[N:14][CH:15]=2)[CH2:6][CH2:5][CH2:4][CH2:3][CH2:2]1. The yield is 1.00. (2) The reactants are Cl[C:2]1[CH:7]=[C:6]([F:8])[CH:5]=[CH:4][N:3]=1.C([Sn](CCCC)(CCCC)[C:14]([O:16]CC)=[CH2:15])CCC.[Br:27]N1C(=O)CCC1=O. The catalyst is C1(C)C=CC=CC=1.C(OCC)(=O)C.[Pd].C1(P(C2C=CC=CC=2)C2C=CC=CC=2)C=CC=CC=1.C1(P(C2C=CC=CC=2)C2C=CC=CC=2)C=CC=CC=1.C1(P(C2C=CC=CC=2)C2C=CC=CC=2)C=CC=CC=1.C1(P(C2C=CC=CC=2)C2C=CC=CC=2)C=CC=CC=1. The product is [Br:27][CH2:16][C:14]([C:2]1[CH:7]=[C:6]([F:8])[CH:5]=[CH:4][N:3]=1)=[O:15]. The yield is 0.840.